From a dataset of Catalyst prediction with 721,799 reactions and 888 catalyst types from USPTO. Predict which catalyst facilitates the given reaction. (1) Reactant: [CH3:1][O:2][CH2:3][CH2:4][CH2:5][S:6]([C:9]1[CH:14]=[CH:13][C:12]([C:15]2[CH:20]=[CH:19][C:18]([CH2:21][CH2:22][N:23]3[CH2:27][CH2:26][CH2:25][C@H:24]3[CH3:28])=[CH:17][CH:16]=2)=[CH:11][CH:10]=1)(=[O:8])=[O:7].[C:29]([OH:41])(=[O:40])[CH2:30][C:31]([CH2:36][C:37]([OH:39])=[O:38])([C:33]([OH:35])=[O:34])[OH:32]. Product: [C:29]([OH:41])(=[O:40])[CH2:30][C:31]([CH2:36][C:37]([OH:39])=[O:38])([C:33]([OH:35])=[O:34])[OH:32].[CH3:1][O:2][CH2:3][CH2:4][CH2:5][S:6]([C:9]1[CH:14]=[CH:13][C:12]([C:15]2[CH:20]=[CH:19][C:18]([CH2:21][CH2:22][N:23]3[CH2:27][CH2:26][CH2:25][C@H:24]3[CH3:28])=[CH:17][CH:16]=2)=[CH:11][CH:10]=1)(=[O:8])=[O:7]. The catalyst class is: 21. (2) Reactant: [Si:1]([O:8][CH2:9][C@@H:10]1[C@H:14]2[O:15][C:16]([CH3:19])([CH3:18])[O:17][C@H:13]2[C@H:12]([NH2:20])[CH2:11]1)([C:4]([CH3:7])([CH3:6])[CH3:5])([CH3:3])[CH3:2].Cl[C:22]1[N:27]=[C:26]([CH3:28])[N:25]=[C:24]([NH:29][C@@H:30]2[C:38]3[C:33](=[CH:34][CH:35]=[CH:36][CH:37]=3)[CH2:32][CH2:31]2)[N:23]=1.C(=O)([O-])[O-].[K+].[K+]. Product: [Si:1]([O:8][CH2:9][C@H:10]1[C@H:14]2[O:15][C:16]([CH3:19])([CH3:18])[O:17][C@H:13]2[C@H:12]([NH:20][C:22]2[N:23]=[C:24]([NH:29][C@@H:30]3[C:38]4[C:33](=[CH:34][CH:35]=[CH:36][CH:37]=4)[CH2:32][CH2:31]3)[N:25]=[C:26]([CH3:28])[N:27]=2)[CH2:11]1)([C:4]([CH3:7])([CH3:5])[CH3:6])([CH3:2])[CH3:3]. The catalyst class is: 12. (3) Product: [Cl:1][C:2]1[CH:3]=[C:4]([CH2:21][C:22]([OH:24])=[O:23])[CH:5]=[CH:6][C:7]=1[NH:8][C:9]([C:11]1[C:19]2[C:14](=[CH:15][CH:16]=[CH:17][CH:18]=2)[N:13]([CH3:20])[N:12]=1)=[O:10]. The catalyst class is: 33. Reactant: [Cl:1][C:2]1[CH:3]=[C:4]([CH2:21][C:22]([O:24]C)=[O:23])[CH:5]=[CH:6][C:7]=1[NH:8][C:9]([C:11]1[C:19]2[C:14](=[CH:15][CH:16]=[CH:17][CH:18]=2)[N:13]([CH3:20])[N:12]=1)=[O:10].C1COCC1.[OH-].[Na+].